From a dataset of Forward reaction prediction with 1.9M reactions from USPTO patents (1976-2016). Predict the product of the given reaction. Given the reactants Cl[C:2]1[CH:11]=[CH:10][C:9]2[C:4](=[CH:5][C:6]([O:12][CH3:13])=[CH:7][N:8]=2)[N:3]=1.C(O[C:19](=[O:30])[NH:20][CH:21]1[CH2:26][CH2:25][N:24]([CH2:27][CH2:28][OH:29])[CH2:23][CH2:22]1)(C)(C)C.[O:31]=[C:32]1[NH:37][C:36]2[CH:38]=[C:39](C(O)=O)[CH:40]=[CH:41][C:35]=2[S:34][CH2:33]1, predict the reaction product. The product is: [CH3:13][O:12][C:6]1[CH:5]=[C:4]2[C:9]([CH:10]=[CH:11][C:2]([O:29][CH2:28][CH2:27][N:24]3[CH2:23][CH2:22][CH:21]([NH:20][C:19]([C:39]4[CH:40]=[CH:41][C:35]5[S:34][CH2:33][C:32](=[O:31])[NH:37][C:36]=5[CH:38]=4)=[O:30])[CH2:26][CH2:25]3)=[N:3]2)=[N:8][CH:7]=1.